Predict the reaction yield, written as a fraction of the theoretical maximum amount of product (1.0 means a 100% yield; for example, 0.34 means a 34% yield). From a dataset of Reaction yield outcomes from USPTO patents with 853,638 reactions. (1) The reactants are [Br-].[Br:2][C:3]1[CH:11]=[C:10]2[C:6]([C:7](=[O:31])O[CH:9]2[P+](C2C=CC=CC=2)(C2C=CC=CC=2)C2C=CC=CC=2)=[CH:5][CH:4]=1.[F:32][C:33]1[CH:40]=[CH:39][C:38]([CH:41]=O)=[CH:37][C:34]=1[C:35]#[N:36].C(N(CC)CC)C.O.[NH2:51][NH2:52]. The catalyst is CN(C=O)C.CCO.O.C(OCC)(=O)C.C(Cl)Cl. The product is [Br:2][C:3]1[CH:11]=[C:10]2[C:6]([C:7](=[O:31])[NH:51][N:52]=[C:9]2[CH2:41][C:38]2[CH:39]=[CH:40][C:33]([F:32])=[C:34]([CH:37]=2)[C:35]#[N:36])=[CH:5][CH:4]=1. The yield is 0.414. (2) The yield is 0.380. The product is [Cl:12][C:10]1[CH:11]=[C:2]([NH:1][CH2:32][C:29]2[CH:28]=[N:27][C:26]([S:25][CH3:24])=[N:31][CH:30]=2)[CH:3]=[C:4]2[C:9]=1[N:8]=[CH:7][C:6]([C:13]#[N:14])=[C:5]2[NH:15][C:16]1[CH:21]=[CH:20][C:19]([F:22])=[C:18]([Cl:23])[CH:17]=1. The catalyst is CCO. The reactants are [NH2:1][C:2]1[CH:3]=[C:4]2[C:9](=[C:10]([Cl:12])[CH:11]=1)[N:8]=[CH:7][C:6]([C:13]#[N:14])=[C:5]2[NH:15][C:16]1[CH:21]=[CH:20][C:19]([F:22])=[C:18]([Cl:23])[CH:17]=1.[CH3:24][S:25][C:26]1[N:31]=[CH:30][C:29]([CH:32]=O)=[CH:28][N:27]=1.[BH3-]C#N.[Na+]. (3) The reactants are [OH:1][CH2:2][CH2:3][C:4](=[O:6])[CH3:5].N1C=CC=CC=1.[C:13](Cl)(=[O:15])[CH3:14]. The catalyst is ClCCl. The product is [C:13]([O:1][CH2:2][CH2:3][C:4](=[O:6])[CH3:5])(=[O:15])[CH3:14]. The yield is 0.790. (4) The reactants are [Cl:1][C:2]1[CH:3]=[C:4]([NH:9][C:10]2[C:11]3[CH2:18][C:17](=[O:19])[NH:16][C:12]=3[N:13]=[CH:14][N:15]=2)[CH:5]=[CH:6][C:7]=1[F:8].[CH3:20][C:21]1[C:25]([C:26]([N:28]2[CH2:33][CH2:32][N:31]([CH3:34])[CH2:30][CH2:29]2)=[O:27])=[C:24]([CH3:35])[NH:23][C:22]=1[CH:36]=O. The catalyst is N1CCCCC1.C(O)C. The product is [Cl:1][C:2]1[CH:3]=[C:4]([NH:9][C:10]2[C:11]3[C:18](=[CH:36][C:22]4[NH:23][C:24]([CH3:35])=[C:25]([C:26]([N:28]5[CH2:29][CH2:30][N:31]([CH3:34])[CH2:32][CH2:33]5)=[O:27])[C:21]=4[CH3:20])[C:17](=[O:19])[NH:16][C:12]=3[N:13]=[CH:14][N:15]=2)[CH:5]=[CH:6][C:7]=1[F:8]. The yield is 0.800. (5) The reactants are N[C:2]1[CH:3]=[CH:4][C:5]([O:8][CH3:9])=[N:6][CH:7]=1.[N+]([O-])([O-])=O.[Na+].[F:15][P-](F)(F)(F)(F)F.[H+]. The catalyst is Cl.O. The product is [F:15][C:2]1[CH:3]=[CH:4][C:5]([O:8][CH3:9])=[N:6][CH:7]=1. The yield is 0.270.